From a dataset of Full USPTO retrosynthesis dataset with 1.9M reactions from patents (1976-2016). Predict the reactants needed to synthesize the given product. (1) Given the product [F:20][C:2]([F:19])([F:1])[C:3]1[N:7]=[C:6]([C:8]2[C:9]3[CH2:18][CH2:17][CH2:16][CH2:15][CH2:14][C:10]=3[S:11][C:12]=2[NH:13][C:29]([C:21]2[CH2:25][CH2:24][CH2:23][C:22]=2[C:26]([OH:28])=[O:27])=[O:30])[O:5][N:4]=1, predict the reactants needed to synthesize it. The reactants are: [F:1][C:2]([F:20])([F:19])[C:3]1[N:7]=[C:6]([C:8]2[C:9]3[CH2:18][CH2:17][CH2:16][CH2:15][CH2:14][C:10]=3[S:11][C:12]=2[NH2:13])[O:5][N:4]=1.[C:21]12[C:29](=[O:30])[O:28][C:26](=[O:27])[C:22]=1[CH2:23][CH2:24][CH2:25]2. (2) Given the product [CH2:7]([N:14]1[C:18]2[C:19]([Cl:23])=[N:20][CH:21]=[CH:22][C:17]=2[N:16]([CH2:15][C:30]2[CH:29]=[CH:11][CH:10]=[CH:9][C:8]=2[C:7]#[N:14])[C:1]1=[O:4])[C:8]1[CH:13]=[CH:12][CH:11]=[CH:10][CH:9]=1, predict the reactants needed to synthesize it. The reactants are: [C:1](=[O:4])([O-])[O-].[K+].[K+].[CH2:7]([N:14]1[C:18]2[C:19]([Cl:23])=[N:20][CH:21]=[CH:22][C:17]=2[NH:16][C:15]1=O)[C:8]1[CH:13]=[CH:12][CH:11]=[CH:10][CH:9]=1.C(O[CH2:29][CH3:30])(=O)C.O. (3) Given the product [F:15][CH:14]([F:16])[CH2:13][O:1][C:2]1[CH:7]=[C:6]([O:8][CH3:9])[N:5]=[C:4]([O:10][CH3:11])[N:3]=1, predict the reactants needed to synthesize it. The reactants are: [OH:1][C:2]1[CH:7]=[C:6]([O:8][CH3:9])[N:5]=[C:4]([O:10][CH3:11])[N:3]=1.Br[CH2:13][CH:14]([F:16])[F:15].[F-].[Cs+].[I-].[K+].